Dataset: Catalyst prediction with 721,799 reactions and 888 catalyst types from USPTO. Task: Predict which catalyst facilitates the given reaction. (1) Reactant: [S:1]1CC(O)S[CH2:3][CH:2]1O.[C:9]([CH2:11][C:12]([NH2:14])=[O:13])#[N:10].C(N(CC)CC)C. Product: [NH2:10][C:9]1[S:1][CH:2]=[CH:3][C:11]=1[C:12]([NH2:14])=[O:13]. The catalyst class is: 8. (2) Reactant: [CH3:1][C:2]1([CH3:16])[C:6]([CH3:8])([CH3:7])[O:5][B:4]([C:9]2[CH:15]=[CH:14][C:12]([NH2:13])=[CH:11][CH:10]=2)[O:3]1.[F:17][C:18]1[CH:23]=[CH:22][C:21]([C:24]([F:27])([F:26])[F:25])=[CH:20][C:19]=1[N:28]=[C:29]=[O:30]. Product: [F:17][C:18]1[CH:23]=[CH:22][C:21]([C:24]([F:27])([F:26])[F:25])=[CH:20][C:19]=1[NH:28][C:29]([NH:13][C:12]1[CH:14]=[CH:15][C:9]([B:4]2[O:3][C:2]([CH3:16])([CH3:1])[C:6]([CH3:7])([CH3:8])[O:5]2)=[CH:10][CH:11]=1)=[O:30]. The catalyst class is: 7. (3) Reactant: [C:1]1([C:7]2[N:12]=[C:11]3[CH2:13][CH2:14][CH2:15][N:16]([CH2:17][C:18]4[CH:19]=[C:20]([CH:28]=[CH:29][CH:30]=4)[O:21][CH2:22][C:23]([O:25]CC)=[O:24])[C:10]3=[N:9][C:8]=2[C:31]2[CH:36]=[CH:35][CH:34]=[CH:33][CH:32]=2)[CH:6]=[CH:5][CH:4]=[CH:3][CH:2]=1.[OH-].[Na+]. Product: [C:1]1([C:7]2[N:12]=[C:11]3[CH2:13][CH2:14][CH2:15][N:16]([CH2:17][C:18]4[CH:19]=[C:20]([CH:28]=[CH:29][CH:30]=4)[O:21][CH2:22][C:23]([OH:25])=[O:24])[C:10]3=[N:9][C:8]=2[C:31]2[CH:32]=[CH:33][CH:34]=[CH:35][CH:36]=2)[CH:2]=[CH:3][CH:4]=[CH:5][CH:6]=1. The catalyst class is: 14. (4) Reactant: C(N(CC)CC)C.Cl.[CH3:9][O:10][C:11](=[O:24])[C@H:12]([CH2:14][C:15]1[CH:20]=[CH:19][C:18]([N+:21]([O-:23])=[O:22])=[CH:17][CH:16]=1)[NH2:13].[CH3:25][O:26][C:27](=[O:30])[CH2:28]Br. Product: [CH3:9][O:10][C:11](=[O:24])[C@H:12]([CH2:14][C:15]1[CH:20]=[CH:19][C:18]([N+:21]([O-:23])=[O:22])=[CH:17][CH:16]=1)[NH:13][CH2:28][C:27]([O:26][CH3:25])=[O:30]. The catalyst class is: 1.